This data is from Reaction yield outcomes from USPTO patents with 853,638 reactions. The task is: Predict the reaction yield, written as a fraction of the theoretical maximum amount of product (1.0 means a 100% yield; for example, 0.34 means a 34% yield). (1) The reactants are [NH2:1][C:2]1[CH:3]=[CH:4][C:5]([O:8][CH3:9])=[N:6][CH:7]=1.[C:10](OC)(=[O:13])[C:11]#[CH:12].C(OCC)C. The catalyst is CO.C1C=CC(C2C=CC=CC=2)=CC=1.C1C=CC(OC2C=CC=CC=2)=CC=1. The product is [OH:13][C:10]1[C:7]2[C:2](=[CH:3][CH:4]=[C:5]([O:8][CH3:9])[N:6]=2)[N:1]=[CH:12][CH:11]=1. The yield is 0.700. (2) The yield is 0.577. The product is [CH3:23][N:22]([CH3:24])[C@H:19]1[CH2:20][CH2:21][C@H:16]([N:13]([CH2:14][CH3:15])[C:4]2[C:5]([CH3:12])=[C:6]([CH:11]=[C:2]([C:26]#[C:25][C:27]3([CH3:31])[CH2:30][O:29][CH2:28]3)[CH:3]=2)[C:7]([O:9][CH3:10])=[O:8])[CH2:17][CH2:18]1. The reactants are Br[C:2]1[CH:3]=[C:4]([N:13]([C@H:16]2[CH2:21][CH2:20][C@H:19]([N:22]([CH3:24])[CH3:23])[CH2:18][CH2:17]2)[CH2:14][CH3:15])[C:5]([CH3:12])=[C:6]([CH:11]=1)[C:7]([O:9][CH3:10])=[O:8].[C:25]([C:27]1([CH3:31])[CH2:30][O:29][CH2:28]1)#[CH:26].C(N(CC)CC)C. The catalyst is CN(C=O)C.[Cu]I.C1C=CC([P]([Pd]([P](C2C=CC=CC=2)(C2C=CC=CC=2)C2C=CC=CC=2)([P](C2C=CC=CC=2)(C2C=CC=CC=2)C2C=CC=CC=2)[P](C2C=CC=CC=2)(C2C=CC=CC=2)C2C=CC=CC=2)(C2C=CC=CC=2)C2C=CC=CC=2)=CC=1. (3) The reactants are [NH2:1][CH2:2][C:3]1[CH:4]=[C:5]2[C:10](=[CH:11][CH:12]=1)[N:9]=[C:8]([NH:13][CH2:14][C:15]1[CH:20]=[CH:19][CH:18]=[CH:17][C:16]=1[O:21][CH3:22])[CH:7]=[CH:6]2.C(N(CC)CC)C.[F:30][C:31]1[CH:39]=[CH:38][C:34]([C:35](Cl)=[O:36])=[CH:33][CH:32]=1.O. The catalyst is C1COCC1. The product is [F:30][C:31]1[CH:39]=[CH:38][C:34]([C:35]([NH:1][CH2:2][C:3]2[CH:4]=[C:5]3[C:10](=[CH:11][CH:12]=2)[N:9]=[C:8]([NH:13][CH2:14][C:15]2[CH:20]=[CH:19][CH:18]=[CH:17][C:16]=2[O:21][CH3:22])[CH:7]=[CH:6]3)=[O:36])=[CH:33][CH:32]=1. The yield is 0.880. (4) The reactants are [Si]([O:8][C@H:9]1[CH2:13][C:12](=[O:14])[N:11]([C:15]2[CH:22]=[CH:21][C:18]([C:19]#[N:20])=[C:17]([C:23]([F:26])([F:25])[F:24])[CH:16]=2)[C@H:10]1[CH2:27][CH3:28])(C(C)(C)C)(C)C.C(O)C.Cl.C(=O)([O-])O.[Na+]. The catalyst is O1CCCC1. The product is [CH2:27]([C@H:10]1[C@@H:9]([OH:8])[CH2:13][C:12](=[O:14])[N:11]1[C:15]1[CH:22]=[CH:21][C:18]([C:19]#[N:20])=[C:17]([C:23]([F:26])([F:24])[F:25])[CH:16]=1)[CH3:28]. The yield is 0.420.